This data is from NCI-60 drug combinations with 297,098 pairs across 59 cell lines. The task is: Regression. Given two drug SMILES strings and cell line genomic features, predict the synergy score measuring deviation from expected non-interaction effect. Drug 2: CCC1=C2CN3C(=CC4=C(C3=O)COC(=O)C4(CC)O)C2=NC5=C1C=C(C=C5)O. Drug 1: CC12CCC(CC1=CCC3C2CCC4(C3CC=C4C5=CN=CC=C5)C)O. Synergy scores: CSS=28.8, Synergy_ZIP=-1.69, Synergy_Bliss=-1.04, Synergy_Loewe=-55.7, Synergy_HSA=-1.72. Cell line: ACHN.